Task: Predict the reaction yield, written as a fraction of the theoretical maximum amount of product (1.0 means a 100% yield; for example, 0.34 means a 34% yield).. Dataset: Reaction yield outcomes from USPTO patents with 853,638 reactions The reactants are [C:1](=[O:19])([O:17][CH3:18])[O:2][C:3]1[C:8]([N+:9]([O-])=O)=[CH:7][C:6]([F:12])=[CH:5][C:4]=1[C:13]([CH3:16])([CH3:15])[CH3:14].C([O-])=O.[NH4+]. The catalyst is CCO.[Pd]. The product is [C:1](=[O:19])([O:17][CH3:18])[O:2][C:3]1[C:8]([NH2:9])=[CH:7][C:6]([F:12])=[CH:5][C:4]=1[C:13]([CH3:14])([CH3:15])[CH3:16]. The yield is 0.270.